Dataset: Catalyst prediction with 721,799 reactions and 888 catalyst types from USPTO. Task: Predict which catalyst facilitates the given reaction. (1) Reactant: [C:1]([O:5][C:6]([NH:8][C@@H:9]([CH2:13][C:14]1[CH:19]=[CH:18][C:17]([C:20]2[CH:25]=[CH:24][CH:23]=[C:22]([Cl:26])[CH:21]=2)=[CH:16][CH:15]=1)[C:10](O)=[O:11])=[O:7])([CH3:4])([CH3:3])[CH3:2].CCN=C=[N:31][CH2:32][CH2:33][CH2:34][N:35](C)C.Cl.C1C=CC2N(O)N=NC=2C=1.NCCC#N. Product: [Cl:26][C:22]1[CH:21]=[C:20]([C:17]2[CH:18]=[CH:19][C:14]([CH2:13][C@H:9]([NH:8][C:6](=[O:7])[O:5][C:1]([CH3:2])([CH3:4])[CH3:3])[C:10]([NH:35][CH2:34][CH2:33][C:32]#[N:31])=[O:11])=[CH:15][CH:16]=2)[CH:25]=[CH:24][CH:23]=1. The catalyst class is: 1. (2) Reactant: [OH:1][C:2]1[C:7]([O:8][CH3:9])=[CH:6][C:5]([C:10]2[CH:15]=[CH:14][C:13]([N:16]([CH3:38])[CH2:17][CH2:18][N:19]([C:21]3[CH:22]=[CH:23][C:24]([C:27]4[CH:32]=[C:31]([O:33][CH3:34])[C:30]([OH:35])=[C:29]([O:36][CH3:37])[CH:28]=4)=[N:25][CH:26]=3)[CH3:20])=[CH:12][N:11]=2)=[CH:4][C:3]=1[O:39][CH3:40].[CH3:41][S:42]([OH:45])(=[O:44])=[O:43]. Product: [CH3:41][S:42]([OH:45])(=[O:44])=[O:43].[CH3:41][S:42]([OH:45])(=[O:44])=[O:43].[C:2]([O:1][C:2]1[C:7]([O:8][CH3:9])=[CH:6][C:5]([C:10]2[CH:15]=[CH:14][C:13]([N:16]([CH3:38])[CH2:17][CH2:18][N:19]([C:21]3[CH:22]=[CH:23][C:24]([C:27]4[CH:28]=[C:29]([O:36][CH3:37])[C:30]([O:35][C:31](=[O:33])[CH2:30][CH2:29][CH3:28])=[C:31]([O:33][CH3:34])[CH:32]=4)=[N:25][CH:26]=3)[CH3:20])=[CH:12][N:11]=2)=[CH:4][C:3]=1[O:39][CH3:40])(=[O:1])[CH2:3][CH2:4][CH3:5]. The catalyst class is: 858. (3) Reactant: O1[C:5]2([CH2:10][CH2:9][CH:8]([O:11][C:12]3[NH:20][C:19]4[C:14](=[N:15][C:16]([C:22]5[CH:27]=[CH:26][C:25]([C:28]6[CH:33]=[CH:32][CH:31]=[CH:30][CH:29]=6)=[CH:24][CH:23]=5)=[C:17]([Cl:21])[CH:18]=4)[CH:13]=3)[CH2:7][CH2:6]2)[O:4]CC1.Cl. The catalyst class is: 7. Product: [C:25]1([C:28]2[CH:29]=[CH:30][CH:31]=[CH:32][CH:33]=2)[CH:26]=[CH:27][C:22]([C:16]2[N:15]=[C:14]3[CH:13]=[C:12]([O:11][CH:8]4[CH2:7][CH2:6][C:5](=[O:4])[CH2:10][CH2:9]4)[NH:20][C:19]3=[CH:18][C:17]=2[Cl:21])=[CH:23][CH:24]=1. (4) Reactant: [NH2:1][CH2:2][C:3]1[CH:4]=[C:5]([C:9]2[CH:14]=[CH:13][C:12]([N:15]3[CH2:19][C@H:18]([CH2:20][NH:21][C:22](=[O:24])[CH3:23])[O:17][C:16]3=[O:25])=[CH:11][C:10]=2[F:26])[CH:6]=[CH:7][CH:8]=1.CCN(C(C)C)C(C)C.Br[CH2:37][C:38]([NH2:40])=[O:39]. Product: [C:22]([NH:21][CH2:20][C@@H:18]1[O:17][C:16](=[O:25])[N:15]([C:12]2[CH:13]=[CH:14][C:9]([C:5]3[CH:6]=[CH:7][CH:8]=[C:3]([CH2:2][NH:1][CH2:37][C:38]([NH2:40])=[O:39])[CH:4]=3)=[C:10]([F:26])[CH:11]=2)[CH2:19]1)(=[O:24])[CH3:23]. The catalyst class is: 138. (5) Reactant: C(N(CC)CC)C.BrC(C)(C)C(O[C:13]1[CH:14]=[C:15]([CH:19]=[C:20]([O:22][C:23](=O)[C:24](Br)([CH3:26])C)[CH:21]=1)C(Cl)=O)=O. Product: [O:22]1[C:20]2[C:19](=[CH:15][CH:14]=[CH:13][CH:21]=2)[CH:26]=[CH:24][CH2:23]1. The catalyst class is: 2.